Dataset: Full USPTO retrosynthesis dataset with 1.9M reactions from patents (1976-2016). Task: Predict the reactants needed to synthesize the given product. (1) Given the product [ClH:38].[CH3:1][C:2]1[N:3]=[C:4]([CH2:7][N:8]2[C:13]3[CH:14]=[C:15]([C:17]4[CH:18]=[CH:19][CH:20]=[CH:21][CH:22]=4)[S:16][C:12]=3[C:11](=[O:23])[N:10]([CH:24]3[CH2:29][CH2:28][NH:27][CH2:26][CH2:25]3)[C:9]2=[O:37])[S:5][CH:6]=1, predict the reactants needed to synthesize it. The reactants are: [CH3:1][C:2]1[N:3]=[C:4]([CH2:7][N:8]2[C:13]3[CH:14]=[C:15]([C:17]4[CH:22]=[CH:21][CH:20]=[CH:19][CH:18]=4)[S:16][C:12]=3[C:11](=[O:23])[N:10]([CH:24]3[CH2:29][CH2:28][N:27](C(OC(C)(C)C)=O)[CH2:26][CH2:25]3)[C:9]2=[O:37])[S:5][CH:6]=1.[ClH:38]. (2) Given the product [NH2:25][C:26]1[C:27]([C:45]([NH:1][C:2]2[CH:3]=[N:4][CH:5]=[CH:6][C:7]=2[N:8]2[CH2:13][CH2:12][C@@H:11]3[O:14][C:15](=[O:24])[N:16]([C:17]([O:19][C:20]([CH3:21])([CH3:23])[CH3:22])=[O:18])[C@@H:10]3[CH2:9]2)=[O:46])=[N:28][C:29]([C:32]2[CH:37]=[C:36]([C:38](=[O:43])[NH:39][CH:40]([CH3:42])[CH3:41])[CH:35]=[CH:34][C:33]=2[F:44])=[CH:30][CH:31]=1, predict the reactants needed to synthesize it. The reactants are: [NH2:1][C:2]1[CH:3]=[N:4][CH:5]=[CH:6][C:7]=1[N:8]1[CH2:13][CH2:12][C@@H:11]2[O:14][C:15](=[O:24])[N:16]([C:17]([O:19][C:20]([CH3:23])([CH3:22])[CH3:21])=[O:18])[C@@H:10]2[CH2:9]1.[NH2:25][C:26]1[C:27]([C:45](O)=[O:46])=[N:28][C:29]([C:32]2[CH:37]=[C:36]([C:38](=[O:43])[NH:39][CH:40]([CH3:42])[CH3:41])[CH:35]=[CH:34][C:33]=2[F:44])=[CH:30][CH:31]=1.C(Cl)CCl.C1C=NC2N(O)N=NC=2C=1. (3) The reactants are: [NH:1]1[CH2:6][CH2:5][CH:4]([CH2:7][CH2:8][C:9]([OH:11])=[O:10])[CH2:3][CH2:2]1.[OH-].[Ca+2:13].[OH-].C(#N)C.Cl[C:19]([O:21][CH2:22][C:23]1[CH:28]=[CH:27][CH:26]=[CH:25][CH:24]=1)=[O:20]. Given the product [Ca+2:13].[CH2:22]([O:21][C:19]([N:1]1[CH2:6][CH2:5][CH:4]([CH2:7][CH2:8][C:9]([O-:11])=[O:10])[CH2:3][CH2:2]1)=[O:20])[C:23]1[CH:28]=[CH:27][CH:26]=[CH:25][CH:24]=1.[CH2:22]([O:21][C:19]([N:1]1[CH2:6][CH2:5][CH:4]([CH2:7][CH2:8][C:9]([O-:11])=[O:10])[CH2:3][CH2:2]1)=[O:20])[C:23]1[CH:28]=[CH:27][CH:26]=[CH:25][CH:24]=1, predict the reactants needed to synthesize it. (4) Given the product [CH2:20]([O:10][CH2:9][C:8]1[CH:11]=[C:4]([NH2:3])[CH:5]=[CH:6][C:7]=1[N:12]1[CH2:13][CH2:14][O:15][CH2:16][CH2:17]1)[CH:19]=[CH2:18], predict the reactants needed to synthesize it. The reactants are: [H-].[Na+].[NH2:3][C:4]1[CH:5]=[CH:6][C:7]([N:12]2[CH2:17][CH2:16][O:15][CH2:14][CH2:13]2)=[C:8]([CH:11]=1)[CH2:9][OH:10].[CH2:18](Cl)[CH:19]=[CH2:20].O.